From a dataset of Reaction yield outcomes from USPTO patents with 853,638 reactions. Predict the reaction yield, written as a fraction of the theoretical maximum amount of product (1.0 means a 100% yield; for example, 0.34 means a 34% yield). (1) The reactants are ClC1C=CC=CC=1NC(=O)NC1C=CC(C2SC(C3CCC(CC(O)=O)CC3)=NC=2)=CC=1.[F:33][C:34]1[CH:35]=[C:36]([NH:42][C:43](=[O:68])[NH:44][C:45]2[CH:50]=[CH:49][C:48]([C:51]3[S:55][C:54]([CH:56]4[CH2:61][CH2:60][CH:59]([CH2:62][C:63]([O:65]CC)=[O:64])[CH2:58][CH2:57]4)=[N:53][CH:52]=3)=[CH:47][CH:46]=2)[CH:37]=[C:38]([F:41])[C:39]=1[F:40]. No catalyst specified. The product is [F:33][C:34]1[CH:35]=[C:36]([NH:42][C:43](=[O:68])[NH:44][C:45]2[CH:50]=[CH:49][C:48]([C:51]3[S:55][C:54]([CH:56]4[CH2:57][CH2:58][CH:59]([CH2:62][C:63]([OH:65])=[O:64])[CH2:60][CH2:61]4)=[N:53][CH:52]=3)=[CH:47][CH:46]=2)[CH:37]=[C:38]([F:41])[C:39]=1[F:40]. The yield is 0.670. (2) The reactants are [NH2:1][C:2]1[CH:15]=[CH:14][C:5]([O:6][C:7]2[CH:12]=[CH:11][N:10]=[C:9]([NH2:13])[CH:8]=2)=[CH:4][C:3]=1[Cl:16].C(N(CC)CC)C.Cl[C:25](OC1C=CC=CC=1)=[O:26].[NH:34]1[CH2:39][CH2:38][CH2:37][CH2:36][CH2:35]1. The catalyst is O1CCCC1.C(OCC)C.CN(C)C=O. The product is [NH2:1][C:2]1[CH:15]=[CH:14][C:5]([O:6][C:7]2[CH:12]=[CH:11][N:10]=[C:9]([NH:13][C:25]([N:34]3[CH2:39][CH2:38][CH2:37][CH2:36][CH2:35]3)=[O:26])[CH:8]=2)=[CH:4][C:3]=1[Cl:16]. The yield is 0.419. (3) The reactants are [Cl:1][C:2]1[CH:7]=[CH:6][CH:5]=[C:4]([N+:8]([O-])=O)[C:3]=1[C:11]([F:14])([F:13])[F:12].C(O)C.[Cl-].[Ca+2].[Cl-]. The catalyst is [Zn].O. The product is [Cl:1][C:2]1[C:3]([C:11]([F:12])([F:13])[F:14])=[C:4]([NH2:8])[CH:5]=[CH:6][CH:7]=1. The yield is 0.910. (4) The reactants are [C:1]([N:6]1[CH2:11][CH2:10][CH2:9][CH2:8][C@@H:7]1[CH2:12][O:13][C:14]1[CH:21]=[CH:20][CH:19]=[C:18]([N+:22]([O-])=O)[C:15]=1[C:16]#[N:17])(=[O:5])[CH2:2][CH2:3][CH3:4].[H][H]. The catalyst is C(O)C.[Pd]. The product is [NH2:22][C:18]1[CH:19]=[CH:20][CH:21]=[C:14]([O:13][CH2:12][C@H:7]2[CH2:8][CH2:9][CH2:10][CH2:11][N:6]2[C:1](=[O:5])[CH2:2][CH2:3][CH3:4])[C:15]=1[C:16]#[N:17]. The yield is 0.810. (5) The catalyst is C(OCC)(=O)C. The product is [C:1]([O:5][C:6]([NH:8][NH:21][CH2:20][C:35]1[S:30][C:27]2[CH:28]=[CH:29][CH:24]=[CH:25][C:26]=2[CH:36]=1)=[O:7])([CH3:4])([CH3:3])[CH3:2]. The reactants are [C:1]([O:5][C:6]([NH:8]C=CC1NC2C=CC=CC=2C=1)=[O:7])([CH3:4])([CH3:3])[CH3:2].[C:20]([BH3-])#[N:21].[Na+].[C:24]1(C)[CH:29]=[CH:28][C:27]([S:30](O)(=O)=O)=[CH:26][CH:25]=1.[CH2:35]1COC[CH2:36]1. The yield is 0.760. (6) The reactants are [Br:1][C:2]1[CH:3]=[C:4]([NH:13][C@H:14]2[CH2:19][CH2:18][C@H:17]([NH:20][C:21]([O:23][C:24]([CH3:27])([CH3:26])[CH3:25])=[O:22])[CH2:16][CH2:15]2)[C:5]([CH3:12])=[C:6]([CH:11]=1)[C:7]([O:9][CH3:10])=[O:8].[C:28](=O)([O-])[O-].[Cs+].[Cs+].CI. The catalyst is C(#N)C. The product is [Br:1][C:2]1[CH:3]=[C:4]([N:13]([C@H:14]2[CH2:19][CH2:18][C@H:17]([NH:20][C:21]([O:23][C:24]([CH3:27])([CH3:26])[CH3:25])=[O:22])[CH2:16][CH2:15]2)[CH3:28])[C:5]([CH3:12])=[C:6]([CH:11]=1)[C:7]([O:9][CH3:10])=[O:8]. The yield is 0.430. (7) The reactants are [NH:1]1[C:10]2[C:5](=[CH:6][CH:7]=[CH:8][CH:9]=2)[CH2:4][CH2:3][CH2:2]1.[N+:11]([O-])([O-:13])=[O:12].[K+].C([O-])(O)=O.[Na+]. The catalyst is OS(O)(=O)=O. The product is [N+:11]([C:8]1[CH:9]=[C:10]2[C:5]([CH2:4][CH2:3][CH2:2][NH:1]2)=[CH:6][CH:7]=1)([O-:13])=[O:12]. The yield is 0.250. (8) The reactants are [CH2:1]([NH:8][C:9]([SH:18])=[C:10]1[C:15](=[O:16])[CH2:14][CH2:13][CH2:12][C:11]1=[O:17])[C:2]1[CH:7]=[CH:6][CH:5]=[CH:4][CH:3]=1.[C:19]([O:23][C:24](=[O:27])[CH2:25]Br)([CH3:22])([CH3:21])[CH3:20].C(=O)([O-])[O-].[K+].[K+].O. The catalyst is CN(C)C=O. The product is [C:19]([O:23][C:24](=[O:27])[CH2:25][S:18][C:9]([NH:8][CH2:1][C:2]1[CH:3]=[CH:4][CH:5]=[CH:6][CH:7]=1)=[C:10]1[C:15](=[O:16])[CH2:14][CH2:13][CH2:12][C:11]1=[O:17])([CH3:22])([CH3:21])[CH3:20]. The yield is 0.710. (9) The reactants are C([O:8][C:9]1[CH:14]=[C:13]([O:15]CC2C=CC=CC=2)[C:12]([C:23]2[CH:28]=[C:27]([CH:29]([CH3:31])[CH3:30])[CH:26]=[CH:25][C:24]=2[O:32][CH3:33])=[CH:11][C:10]=1[C:34]1[N:38]([CH2:39][CH2:40][C:41]2[CH:46]=[CH:45][CH:44]=[CH:43][CH:42]=2)[N:37]=[N:36][N:35]=1)C1C=CC=CC=1.[H][H]. The catalyst is CO.[Pd]. The product is [CH:29]([C:27]1[CH:26]=[CH:25][C:24]([O:32][CH3:33])=[C:23]([C:12]2[C:13]([OH:15])=[CH:14][C:9]([OH:8])=[C:10]([C:34]3[N:38]([CH2:39][CH2:40][C:41]4[CH:46]=[CH:45][CH:44]=[CH:43][CH:42]=4)[N:37]=[N:36][N:35]=3)[CH:11]=2)[CH:28]=1)([CH3:31])[CH3:30]. The yield is 0.630. (10) The reactants are [Br:1][C:2]1[CH:17]=[CH:16][C:5]([CH2:6][NH:7][CH2:8][C:9]([O:11][C:12]([CH3:15])([CH3:14])[CH3:13])=[O:10])=[CH:4][CH:3]=1.[CH3:18][O:19][C:20]1[CH:25]=[CH:24][C:23]([CH2:26][C:27]([NH:29][C:30]2[CH:38]=[CH:37][C:33]([C:34](O)=[O:35])=[CH:32][CH:31]=2)=[O:28])=[C:22]([C:39]([F:42])([F:41])[F:40])[CH:21]=1.C1CN([P+](ON2N=NC3C=CC=CC2=3)(N2CCCC2)N2CCCC2)CC1.F[P-](F)(F)(F)(F)F. The catalyst is CN(C=O)C.CC(=O)OCC. The product is [Br:1][C:2]1[CH:3]=[CH:4][C:5]([CH2:6][N:7]([CH2:8][C:9]([O:11][C:12]([CH3:13])([CH3:14])[CH3:15])=[O:10])[C:34](=[O:35])[C:33]2[CH:37]=[CH:38][C:30]([NH:29][C:27](=[O:28])[CH2:26][C:23]3[CH:24]=[CH:25][C:20]([O:19][CH3:18])=[CH:21][C:22]=3[C:39]([F:42])([F:40])[F:41])=[CH:31][CH:32]=2)=[CH:16][CH:17]=1. The yield is 0.910.